This data is from Reaction yield outcomes from USPTO patents with 853,638 reactions. The task is: Predict the reaction yield, written as a fraction of the theoretical maximum amount of product (1.0 means a 100% yield; for example, 0.34 means a 34% yield). (1) The reactants are Cl[C:2]1[N:7]=[N:6][C:5]2[O:8][CH2:9][CH2:10][O:11][C:4]=2[CH:3]=1.[CH2:12]([CH2:15]OC)OC. No catalyst specified. The product is [CH:12]([C:2]1[N:7]=[N:6][C:5]2[O:8][CH2:9][CH2:10][O:11][C:4]=2[CH:3]=1)=[CH2:15]. The yield is 0.500. (2) The reactants are [O:1]=[C:2]1[CH2:6][CH2:5][CH:4]([C:7]([OH:9])=[O:8])[CH2:3]1.Cl.[CH3:11]N(C)CCCN=C=NCC. The catalyst is CO.CN(C1C=CC=CN=1)C. The product is [O:1]=[C:2]1[CH2:6][CH2:5][CH:4]([C:7]([O:9][CH3:11])=[O:8])[CH2:3]1. The yield is 0.780. (3) The catalyst is O1CCOCC1.CCOC(C)=O. The reactants are [Cl:1][C:2]1[C:8]([O:9][CH3:10])=[CH:7][C:6]([O:11][CH3:12])=[C:5]([Cl:13])[C:3]=1[NH2:4].[C:14](Cl)(Cl)=[O:15].C1(C)C=CC=CC=1.[CH3:25][O:26][CH2:27][CH2:28][O:29][C:30]1[CH:35]=[CH:34][C:33]([NH:36][C:37]2[CH:42]=[C:41]([NH:43][CH3:44])[N:40]=[CH:39][N:38]=2)=[C:32]([N+:45]([O-:47])=[O:46])[CH:31]=1. The yield is 0.320. The product is [Cl:1][C:2]1[C:8]([O:9][CH3:10])=[CH:7][C:6]([O:11][CH3:12])=[C:5]([Cl:13])[C:3]=1[NH:4][C:14](=[O:15])[N:43]([C:41]1[CH:42]=[C:37]([NH:36][C:33]2[CH:34]=[CH:35][C:30]([O:29][CH2:28][CH2:27][O:26][CH3:25])=[CH:31][C:32]=2[N+:45]([O-:47])=[O:46])[N:38]=[CH:39][N:40]=1)[CH3:44]. (4) The reactants are FC(F)(F)S(O[C:7]1[C:16]2[C:11](=[CH:12][N:13]=[C:14]([O:17][CH2:18][C:19]3[CH:24]=[CH:23][CH:22]=[CH:21][CH:20]=3)[CH:15]=2)[CH:10]=[CH:9][N:8]=1)(=O)=O.[CH:27]1([NH2:33])[CH2:32][CH2:31][CH2:30][CH2:29][CH2:28]1. The catalyst is CN1C(=O)CCC1. The product is [CH2:18]([O:17][C:14]1[CH:15]=[C:16]2[C:11]([CH:10]=[CH:9][N:8]=[C:7]2[NH:33][CH:27]2[CH2:32][CH2:31][CH2:30][CH2:29][CH2:28]2)=[CH:12][N:13]=1)[C:19]1[CH:24]=[CH:23][CH:22]=[CH:21][CH:20]=1. The yield is 0.620. (5) The reactants are [OH-].[Na+].[CH2:3]([NH:10][C:11](=[O:33])[N:12]([C:14]1[CH:19]=[CH:18][N:17]=[C:16]([C:20]2[CH:25]=[CH:24][C:23]([CH2:26][CH2:27][C:28]([O:30]CC)=[O:29])=[CH:22][CH:21]=2)[CH:15]=1)[CH3:13])[CH2:4][CH2:5][CH2:6][CH2:7][CH2:8][CH3:9].O1CCCC1.CO.O. The catalyst is C(O)(=O)C. The product is [C:28]([O-:30])(=[O:29])[CH3:27].[C:28]([CH2:27][CH2:26][C:23]1[CH:24]=[CH:25][C:20]([C:16]2[CH:15]=[C:14]([N:12]([CH3:13])[C:11]([NH:10][CH2:3][CH2:4][CH2:5][CH2:6][CH2:7][CH2:8][CH3:9])=[O:33])[CH:19]=[CH:18][NH+:17]=2)=[CH:21][CH:22]=1)([OH:30])=[O:29]. The yield is 0.590. (6) The reactants are Cl.[NH:2]1[CH2:7][CH2:6][CH2:5][CH:4]([C:8]2[CH:16]=[CH:15][CH:14]=[CH:13][C:9]=2[C:10]([NH2:12])=O)[CH2:3]1.C(N(CC)CC)C.[F:24][C:25]([F:36])([F:35])[C:26](O[C:26](=[O:27])[C:25]([F:36])([F:35])[F:24])=[O:27]. The catalyst is C1COCC1. The product is [F:24][C:25]([F:36])([F:35])[C:26]([N:2]1[CH2:7][CH2:6][CH2:5][CH:4]([C:8]2[CH:16]=[CH:15][CH:14]=[CH:13][C:9]=2[C:10]#[N:12])[CH2:3]1)=[O:27]. The yield is 0.650. (7) The reactants are [CH3:1][O:2][C:3]1[CH:27]=[CH:26][C:6]([CH2:7][N:8]2[C:12]3=[N:13][CH:14]=[CH:15][C:16]([O:17][C:18]4[N:23]=[CH:22][C:21]([NH2:24])=[CH:20][CH:19]=4)=[C:11]3[C:10]([CH3:25])=[N:9]2)=[CH:5][CH:4]=1.[F:28][C:29]1[CH:34]=[CH:33][C:32]([N:35]2[C:40](=[O:41])[C:39]([C:42](O)=[O:43])=[CH:38][CH:37]=[N:36]2)=[CH:31][CH:30]=1.CCN=C=NCCCN(C)C.C(N(C(C)C)C(C)C)C. The catalyst is O.CN(C=O)C. The product is [F:28][C:29]1[CH:34]=[CH:33][C:32]([N:35]2[C:40](=[O:41])[C:39]([C:42]([NH:24][C:21]3[CH:22]=[N:23][C:18]([O:17][C:16]4[CH:15]=[CH:14][N:13]=[C:12]5[N:8]([CH2:7][C:6]6[CH:5]=[CH:4][C:3]([O:2][CH3:1])=[CH:27][CH:26]=6)[N:9]=[C:10]([CH3:25])[C:11]=45)=[CH:19][CH:20]=3)=[O:43])=[CH:38][CH:37]=[N:36]2)=[CH:31][CH:30]=1. The yield is 0.900. (8) The catalyst is CO. The product is [CH3:38][N:1]1[CH2:2][CH2:3][CH:4]([N:7]2[CH:11]=[C:10]([NH:12][C:13]3[N:18]=[C:17]([CH2:19][CH2:20][C:21]4[CH:26]=[CH:25][CH:24]=[CH:23][C:22]=4[CH:27]([CH3:31])[C:28]([NH2:30])=[O:29])[C:16]([C:32]([F:34])([F:33])[F:35])=[CH:15][N:14]=3)[CH:9]=[N:8]2)[CH2:5][CH2:6]1. The reactants are [NH:1]1[CH2:6][CH2:5][CH:4]([N:7]2[CH:11]=[C:10]([NH:12][C:13]3[N:18]=[C:17]([CH2:19][CH2:20][C:21]4[CH:26]=[CH:25][CH:24]=[CH:23][C:22]=4[CH:27]([CH3:31])[C:28]([NH2:30])=[O:29])[C:16]([C:32]([F:35])([F:34])[F:33])=[CH:15][N:14]=3)[CH:9]=[N:8]2)[CH2:3][CH2:2]1.C=O.[C:38](O[BH-](OC(=O)C)OC(=O)C)(=O)C.[Na+]. The yield is 0.900.